The task is: Predict the reactants needed to synthesize the given product.. This data is from Full USPTO retrosynthesis dataset with 1.9M reactions from patents (1976-2016). (1) The reactants are: [CH3:1][O:2][C:3]1[CH:4]=[C:5]([N:9]=[C:10]=[O:11])[CH:6]=[CH:7][CH:8]=1.[CH2:12]([O:14][C:15]([C:17]1([CH2:22][O:23][C:24]2[CH:29]=[CH:28][C:27]([C:30]3[CH:35]=[CH:34][C:33]([F:36])=[CH:32][CH:31]=3)=[CH:26][CH:25]=2)[CH2:21][CH2:20][NH:19][CH2:18]1)=[O:16])[CH3:13]. Given the product [CH2:12]([O:14][C:15]([C:17]1([CH2:22][O:23][C:24]2[CH:29]=[CH:28][C:27]([C:30]3[CH:31]=[CH:32][C:33]([F:36])=[CH:34][CH:35]=3)=[CH:26][CH:25]=2)[CH2:21][CH2:20][N:19]([C:10](=[O:11])[NH:9][C:5]2[CH:6]=[CH:7][CH:8]=[C:3]([O:2][CH3:1])[CH:4]=2)[CH2:18]1)=[O:16])[CH3:13], predict the reactants needed to synthesize it. (2) The reactants are: [F:1][C:2]1[CH:3]=[C:4]([NH:21][C:22](=[O:34])[CH2:23][C:24]([NH:26][C:27]2[CH:32]=[CH:31][C:30]([F:33])=[CH:29][CH:28]=2)=[O:25])[CH:5]=[CH:6][C:7]=1[O:8][C:9]1[C:14]2=[C:15]([CH3:20])[C:16]([CH2:18][OH:19])=[CH:17][N:13]2[N:12]=[CH:11][N:10]=1.CC(OI1(OC(C)=O)(OC(C)=O)OC(=O)C2C=CC=CC1=2)=O. Given the product [F:1][C:2]1[CH:3]=[C:4]([NH:21][C:22](=[O:34])[CH2:23][C:24]([NH:26][C:27]2[CH:28]=[CH:29][C:30]([F:33])=[CH:31][CH:32]=2)=[O:25])[CH:5]=[CH:6][C:7]=1[O:8][C:9]1[C:14]2=[C:15]([CH3:20])[C:16]([CH:18]=[O:19])=[CH:17][N:13]2[N:12]=[CH:11][N:10]=1, predict the reactants needed to synthesize it. (3) Given the product [C:1]1([CH2:11][C:12]2[C:13]([NH2:14])=[N:18][NH:19][C:15]=2[NH2:16])[C:10]2[C:5](=[CH:6][CH:7]=[CH:8][CH:9]=2)[CH:4]=[CH:3][CH:2]=1, predict the reactants needed to synthesize it. The reactants are: [C:1]1([CH2:11][CH:12]([C:15]#[N:16])[C:13]#[N:14])[C:10]2[C:5](=[CH:6][CH:7]=[CH:8][CH:9]=2)[CH:4]=[CH:3][CH:2]=1.O.[NH2:18][NH2:19]. (4) The reactants are: CO[C:3]([C:5]1[S:6][C:7]([CH:15]=[O:16])=[CH:8][C:9]=1[N:10]=[CH:11][N:12]([CH3:14])C)=[O:4].[CH3:17][N:18]1[CH2:24][CH2:23][CH2:22][N:21]([C:25]2[CH:30]=[CH:29]C(N)=[CH:27][CH:26]=2)[CH2:20][CH2:19]1. Given the product [CH3:17][N:18]1[CH2:24][CH2:23][CH2:22][N:21]([C:25]2[CH:30]=[CH:29][C:14]([N:12]3[C:3](=[O:4])[C:5]4[S:6][C:7]([CH:15]=[O:16])=[CH:8][C:9]=4[N:10]=[CH:11]3)=[CH:27][CH:26]=2)[CH2:20][CH2:19]1, predict the reactants needed to synthesize it. (5) Given the product [C:1]([O:5][C:6]([O:8][C:9]1[CH:10]=[CH:11][C:12]([OH:15])=[CH:13][CH:14]=1)=[O:7])([CH3:4])([CH3:2])[CH3:3], predict the reactants needed to synthesize it. The reactants are: [C:1]([O:5][C:6]([O:8][C:9]1[CH:14]=[CH:13][C:12]([O:15]CC2C=CC=CC=2)=[CH:11][CH:10]=1)=[O:7])([CH3:4])([CH3:3])[CH3:2]. (6) Given the product [C:17]([O:16][C:14]([N:11]1[CH2:10][CH:9]=[C:8]([C:5]2[CH:6]=[CH:7][C:2]([NH:1][C:24]3[N:32]=[C:31]4[C:27]([N:28]=[CH:29][N:30]4[CH:33]4[CH2:38][CH2:37][CH2:36][CH2:35][O:34]4)=[C:26]([NH:39][CH:40]4[CH2:45][CH2:44][CH2:43][CH2:42][CH2:41]4)[N:25]=3)=[C:3]([O:21][CH3:22])[CH:4]=2)[CH2:13][CH2:12]1)=[O:15])([CH3:18])([CH3:19])[CH3:20], predict the reactants needed to synthesize it. The reactants are: [NH2:1][C:2]1[CH:7]=[CH:6][C:5]([C:8]2[CH2:9][CH2:10][N:11]([C:14]([O:16][C:17]([CH3:20])([CH3:19])[CH3:18])=[O:15])[CH2:12][CH:13]=2)=[CH:4][C:3]=1[O:21][CH3:22].Cl[C:24]1[N:32]=[C:31]2[C:27]([N:28]=[CH:29][N:30]2[CH:33]2[CH2:38][CH2:37][CH2:36][CH2:35][O:34]2)=[C:26]([NH:39][CH:40]2[CH2:45][CH2:44][CH2:43][CH2:42][CH2:41]2)[N:25]=1.